Dataset: Reaction yield outcomes from USPTO patents with 853,638 reactions. Task: Predict the reaction yield, written as a fraction of the theoretical maximum amount of product (1.0 means a 100% yield; for example, 0.34 means a 34% yield). (1) The yield is 0.800. The reactants are [N+:1]([C:4]1[CH:9]=[CH:8][CH:7]=[C:6]([C:10]2[CH:11]=[N:12][CH:13]=[CH:14][CH:15]=2)[C:5]=1[NH:16]C(=O)C)([O-:3])=[O:2].Cl.[OH-].[Na+]. The product is [N+:1]([C:4]1[CH:9]=[CH:8][CH:7]=[C:6]([C:10]2[CH:11]=[N:12][CH:13]=[CH:14][CH:15]=2)[C:5]=1[NH2:16])([O-:3])=[O:2]. The catalyst is CO. (2) The reactants are [Cl:1][C:2]1[CH:17]=[CH:16][C:5]([O:6][C:7]2[CH:15]=[CH:14][C:10]([C:11](Cl)=[O:12])=[CH:9][CH:8]=2)=[C:4]([N+:18]([O-:20])=[O:19])[CH:3]=1.[CH2:21]([NH2:24])[CH2:22][CH3:23]. No catalyst specified. The product is [Cl:1][C:2]1[CH:17]=[CH:16][C:5]([O:6][C:7]2[CH:15]=[CH:14][C:10]([C:11]([NH:24][CH2:21][CH2:22][CH3:23])=[O:12])=[CH:9][CH:8]=2)=[C:4]([N+:18]([O-:20])=[O:19])[CH:3]=1. The yield is 1.00. (3) The reactants are [CH3:1][N:2]1[C:7](=[O:8])[C:6]([NH:9][C:10]2[CH:15]=[CH:14][C:13]([N:16]3[CH2:21][CH2:20][N:19]([CH:22]4[CH2:25][O:24][CH2:23]4)[CH2:18][C@@H:17]3[CH3:26])=[CH:12][N:11]=2)=[CH:5][C:4]([C:27]2[C:32]([CH:33]=[O:34])=[C:31]([N:35]3[CH:47]=[CH:46][N:38]4[C:39]5[CH2:40][CH2:41][CH2:42][CH2:43][C:44]=5[CH:45]=[C:37]4[C:36]3=[O:48])[N:30]=[CH:29][CH:28]=2)=[CH:3]1.[BH4-].[Na+]. The catalyst is CO. The product is [OH:34][CH2:33][C:32]1[C:31]([N:35]2[CH:47]=[CH:46][N:38]3[C:39]4[CH2:40][CH2:41][CH2:42][CH2:43][C:44]=4[CH:45]=[C:37]3[C:36]2=[O:48])=[N:30][CH:29]=[CH:28][C:27]=1[C:4]1[CH:5]=[C:6]([NH:9][C:10]2[CH:15]=[CH:14][C:13]([N:16]3[CH2:21][CH2:20][N:19]([CH:22]4[CH2:25][O:24][CH2:23]4)[CH2:18][C@@H:17]3[CH3:26])=[CH:12][N:11]=2)[C:7](=[O:8])[N:2]([CH3:1])[CH:3]=1. The yield is 0.280. (4) The reactants are [CH3:1][C:2]1[N:7]=[C:6]([C:8]([O:10]C)=[O:9])[CH:5]=[CH:4][C:3]=1[O:12][CH2:13][CH2:14][O:15][C:16]([F:19])([F:18])[F:17].[OH-].[Na+].Cl. The catalyst is CO.O. The product is [CH3:1][C:2]1[N:7]=[C:6]([C:8]([OH:10])=[O:9])[CH:5]=[CH:4][C:3]=1[O:12][CH2:13][CH2:14][O:15][C:16]([F:18])([F:17])[F:19]. The yield is 0.940. (5) No catalyst specified. The product is [Br-:1].[C:10]1([C:13]2[CH:18]=[CH:17][CH:16]=[CH:15][CH:14]=2)[CH:11]=[CH:12][C:7]([CH2:6][CH2:5][CH2:4][CH2:3][CH2:2][N+:19]2[CH:24]=[CH:23][C:22]([CH3:25])=[CH:21][CH:20]=2)=[CH:8][CH:9]=1. The reactants are [Br:1][CH2:2][CH2:3][CH2:4][CH2:5][CH2:6][C:7]1[CH:12]=[CH:11][C:10]([C:13]2[CH:18]=[CH:17][CH:16]=[CH:15][CH:14]=2)=[CH:9][CH:8]=1.[N:19]1[CH:24]=[CH:23][C:22]([CH3:25])=[CH:21][CH:20]=1. The yield is 0.860. (6) The reactants are [C:1]([O:5][C:6]([C:8]1[CH:9]=[C:10]([C:14]2[C:19]([CH3:20])=[CH:18][CH:17]=[CH:16][N+:15]=2[O-])[CH:11]=[CH:12][CH:13]=1)=[O:7])([CH3:4])([CH3:3])[CH3:2].[N:22]1C=CC=CC=1.CS(OS(C)(=O)=O)(=O)=O.C(CN)O. The catalyst is C(#N)C.O. The product is [C:1]([O:5][C:6](=[O:7])[C:8]1[CH:13]=[CH:12][CH:11]=[C:10]([C:14]2[C:19]([CH3:20])=[CH:18][CH:17]=[C:16]([NH2:22])[N:15]=2)[CH:9]=1)([CH3:4])([CH3:3])[CH3:2]. The yield is 0.530. (7) The yield is 0.580. The product is [F:23][C:24]1[CH:25]=[C:26]2[C:30](=[CH:31][CH:32]=1)[NH:29][C:28](=[O:33])[C:27]2=[CH:35][N:4]1[C:5]2[CH2:11][CH2:10][CH2:9][N:8]([CH2:12][CH2:13][N:14]3[CH2:19][CH2:18][CH2:17][CH2:16][CH2:15]3)[C:7](=[O:20])[C:6]=2[C:2]([CH3:1])=[CH:3]1. The reactants are [CH3:1][C:2]1[C:6]2[C:7](=[O:20])[N:8]([CH2:12][CH2:13][N:14]3[CH2:19][CH2:18][CH2:17][CH2:16][CH2:15]3)[CH2:9][CH2:10][CH2:11][C:5]=2[NH:4][C:3]=1C=O.[F:23][C:24]1[CH:25]=[C:26]2[C:30](=[CH:31][CH:32]=1)[NH:29][C:28](=[O:33])[CH2:27]2.N1CCCC[CH2:35]1. The catalyst is C(O)C.